The task is: Predict which catalyst facilitates the given reaction.. This data is from Catalyst prediction with 721,799 reactions and 888 catalyst types from USPTO. (1) Reactant: [NH2:1][C:2]1[N:7]=[CH:6][C:5]([C:8]([N:10]=[S:11]([CH2:14][CH2:15][CH2:16][CH2:17][C:18]([O:20][CH3:21])=[O:19])([CH3:13])=[O:12])=[O:9])=[CH:4][C:3]=1I.[C:23]([C:25]1[CH:26]=[C:27]([CH:29]=[CH:30][CH:31]=1)[NH2:28])#[CH:24].C(N(CC)CC)C. Product: [NH2:1][C:2]1[N:7]=[CH:6][C:5]([C:8]([N:10]=[S:11]([CH2:14][CH2:15][CH2:16][CH2:17][C:18]([O:20][CH3:21])=[O:19])([CH3:13])=[O:12])=[O:9])=[CH:4][C:3]=1[C:24]#[C:23][C:25]1[CH:31]=[CH:30][CH:29]=[C:27]([NH2:28])[CH:26]=1. The catalyst class is: 538. (2) The catalyst class is: 4. Reactant: [NH2:1][C:2]1[CH:7]=[CH:6][C:5]([C@H:8]2[N:16]3[C@@H:11]([CH2:12][CH2:13][CH2:14][CH2:15]3)[CH2:10][CH2:9]2)=[CH:4][CH:3]=1.C(N(CC)CC)C.Cl[CH2:25][CH2:26][C:27](Cl)=[O:28].[Cl-].[NH4+]. Product: [CH2:10]1[C@H:11]2[N:16]([CH2:15][CH2:14][CH2:13][CH2:12]2)[C@H:8]([C:5]2[CH:6]=[CH:7][C:2]([NH:1][C:27](=[O:28])[CH:26]=[CH2:25])=[CH:3][CH:4]=2)[CH2:9]1.